Dataset: Full USPTO retrosynthesis dataset with 1.9M reactions from patents (1976-2016). Task: Predict the reactants needed to synthesize the given product. The reactants are: [NH2:1][C:2]1[C:7]([NH2:8])=[C:6]([C:9]2[CH:14]=[CH:13][C:12]([CH2:15][NH:16][C:17](=[O:23])OC(C)(C)C)=[C:11]([F:24])[CH:10]=2)[CH:5]=[CH:4][N:3]=1.[CH3:25][N:26]([CH3:35])[C:27]1[CH:28]=[CH:29][C:30]([CH:33]=O)=[N:31][CH:32]=1.[C:36]([C:40]1[CH:48]=[CH:47][C:43](C(Cl)=O)=[CH:42][CH:41]=1)([CH3:39])([CH3:38])[CH3:37]. Given the product [C:36]([C:40]1[CH:48]=[CH:47][C:43]([C:17]([NH:16][CH2:15][C:12]2[CH:13]=[CH:14][C:9]([C:6]3[CH:5]=[CH:4][N:3]=[C:2]4[NH:1][C:33]([C:30]5[CH:29]=[CH:28][C:27]([N:26]([CH3:35])[CH3:25])=[CH:32][N:31]=5)=[N:8][C:7]=34)=[CH:10][C:11]=2[F:24])=[O:23])=[CH:42][CH:41]=1)([CH3:39])([CH3:38])[CH3:37], predict the reactants needed to synthesize it.